Dataset: Full USPTO retrosynthesis dataset with 1.9M reactions from patents (1976-2016). Task: Predict the reactants needed to synthesize the given product. Given the product [CH:30]1[CH:31]=[CH:32][C:27]([C@@H:8]2[C@H:9]([C:13]3[CH:14]=[CH:15][C:16]([O:17][CH2:18][CH2:19][N:20]4[CH2:24][CH2:23][CH2:22][CH2:21]4)=[CH:25][CH:26]=3)[C:10]3[CH:11]=[CH:12][C:3]([OH:2])=[CH:4][C:5]=3[CH2:6][CH2:7]2)=[CH:28][CH:29]=1, predict the reactants needed to synthesize it. The reactants are: C[O:2][C:3]1[CH:4]=[C:5]2[C:10](=[CH:11][CH:12]=1)[C@@H:9]([C:13]1[CH:26]=[CH:25][C:16]([O:17][CH2:18][CH2:19][N:20]3[CH2:24][CH2:23][CH2:22][CH2:21]3)=[CH:15][CH:14]=1)[C@@H:8]([C:27]1[CH:32]=[CH:31][CH:30]=[CH:29][CH:28]=1)[CH2:7][CH2:6]2.B(Br)(Br)Br.C(=O)(O)[O-].[Na+].